Dataset: Forward reaction prediction with 1.9M reactions from USPTO patents (1976-2016). Task: Predict the product of the given reaction. Given the reactants [F:1][C:2]1[C:19]([F:20])=[CH:18][C:5]([C:6]([NH:8][C:9]2[CH:14]=[CH:13][C:12]([N+:15]([O-:17])=[O:16])=[CH:11][CH:10]=2)=[O:7])=[C:4]([OH:21])[CH:3]=1.[C:22]1(C)C=CC(S(O)(=O)=O)=CC=1.O.C(=O)(O)[O-].[Na+], predict the reaction product. The product is: [F:20][C:19]1[C:2]([F:1])=[CH:3][C:4]2[O:21][CH2:22][N:8]([C:9]3[CH:14]=[CH:13][C:12]([N+:15]([O-:17])=[O:16])=[CH:11][CH:10]=3)[C:6](=[O:7])[C:5]=2[CH:18]=1.